From a dataset of Peptide-MHC class I binding affinity with 185,985 pairs from IEDB/IMGT. Regression. Given a peptide amino acid sequence and an MHC pseudo amino acid sequence, predict their binding affinity value. This is MHC class I binding data. (1) The peptide sequence is SQMPTSLNF. The MHC is BoLA-D18.4 with pseudo-sequence BoLA-D18.4. The binding affinity (normalized) is 0.648. (2) The peptide sequence is VFDITKLLLA. The MHC is Patr-A0701 with pseudo-sequence Patr-A0701. The binding affinity (normalized) is 0.852.